This data is from Retrosynthesis with 50K atom-mapped reactions and 10 reaction types from USPTO. The task is: Predict the reactants needed to synthesize the given product. (1) The reactants are: CC(C)CCNC(=O)c1ccc(Cl)nn1.FC(F)(F)c1cccc(OC2CCNCC2)c1. Given the product CC(C)CCNC(=O)c1ccc(N2CCC(Oc3cccc(C(F)(F)F)c3)CC2)nn1, predict the reactants needed to synthesize it. (2) Given the product CO[C@H]1CC[C@@H](Cn2ccc(C)c([N+](=O)[O-])c2=O)CC1, predict the reactants needed to synthesize it. The reactants are: COC1CCC(CBr)CC1.Cc1cc[nH]c(=O)c1[N+](=O)[O-]. (3) Given the product CCn1cnc(C=O)c1C, predict the reactants needed to synthesize it. The reactants are: CCI.Cc1[nH]cnc1C=O. (4) Given the product O=C(O)Cc1ccnc2c(NC(=O)c3c(Cl)cccc3Cl)cccc12, predict the reactants needed to synthesize it. The reactants are: CCOC(=O)Cc1ccnc2c(NC(=O)c3c(Cl)cccc3Cl)cccc12.